Dataset: Full USPTO retrosynthesis dataset with 1.9M reactions from patents (1976-2016). Task: Predict the reactants needed to synthesize the given product. Given the product [Si:16]([O:15][CH2:14][C:3]([CH2:2][OH:1])([C:4]([O:6][CH2:7][CH3:8])=[O:5])[C:9]([O:11][CH2:12][CH3:13])=[O:10])([C:19]([CH3:22])([CH3:21])[CH3:20])([CH3:18])[CH3:17], predict the reactants needed to synthesize it. The reactants are: [OH:1][CH2:2][C:3]([CH2:14][OH:15])([C:9]([O:11][CH2:12][CH3:13])=[O:10])[C:4]([O:6][CH2:7][CH3:8])=[O:5].[Si:16](Cl)([C:19]([CH3:22])([CH3:21])[CH3:20])([CH3:18])[CH3:17].